From a dataset of Forward reaction prediction with 1.9M reactions from USPTO patents (1976-2016). Predict the product of the given reaction. (1) Given the reactants Cl.[CH3:2][N:3]1[C:11]2[C:6](=[N:7][C:8]([C@@H:18]([NH2:20])[CH3:19])=[C:9]([C:12]3[N:16]([CH3:17])[N:15]=[CH:14][CH:13]=3)[CH:10]=2)[CH:5]=[CH:4]1.Cl[C:22]1[N:27]=[C:26]([NH2:28])[N:25]=[C:24]2[NH:29][N:30]=[CH:31][C:23]=12.C(N(C(C)C)C(C)C)C, predict the reaction product. The product is: [CH3:2][N:3]1[C:11]2[C:6](=[N:7][C:8]([C@@H:18]([NH:20][C:22]3[N:27]=[C:26]([NH2:28])[N:25]=[C:24]4[NH:29][N:30]=[CH:31][C:23]=34)[CH3:19])=[C:9]([C:12]3[N:16]([CH3:17])[N:15]=[CH:14][CH:13]=3)[CH:10]=2)[CH:5]=[CH:4]1. (2) Given the reactants Cl[C:2]1[C:3]2[C:10](=[CH:11][C:12]3[NH:13][C:14]([CH3:18])=[CH:15][C:16]=3[CH3:17])[C:9](=[O:19])[NH:8][C:4]=2[N:5]=[CH:6][N:7]=1.[Cl:20][C:21]1[CH:22]=[C:23]([NH2:28])[CH:24]=[CH:25][C:26]=1[F:27], predict the reaction product. The product is: [Cl:20][C:21]1[CH:22]=[C:23]([NH:28][C:2]2[C:3]3[C:10](=[CH:11][C:12]4[NH:13][C:14]([CH3:18])=[CH:15][C:16]=4[CH3:17])[C:9](=[O:19])[NH:8][C:4]=3[N:5]=[CH:6][N:7]=2)[CH:24]=[CH:25][C:26]=1[F:27]. (3) Given the reactants [Br:1][C:2]1[CH:9]=[CH:8][C:5]([CH:6]=O)=[C:4]([F:10])[CH:3]=1.[C:11]([NH:14][NH2:15])([NH2:13])=[NH:12].[ClH:16], predict the reaction product. The product is: [ClH:16].[Br:1][C:2]1[CH:9]=[CH:8][C:5]([CH:6]=[N:15][NH:14][C:11]([NH2:13])=[NH:12])=[C:4]([F:10])[CH:3]=1. (4) Given the reactants [F:1][C:2]1[CH:3]=[C:4]([CH:6]=[CH:7][C:8]=1[F:9])[NH2:5].N1C=CC=CC=1.[Cl:16][CH2:17][C:18](Cl)=[O:19], predict the reaction product. The product is: [F:1][C:2]1[CH:3]=[C:4]([NH:5][C:18](=[O:19])[CH2:17][Cl:16])[CH:6]=[CH:7][C:8]=1[F:9]. (5) The product is: [ClH:1].[Cl:1][C:2]1[CH:10]=[CH:9][CH:8]=[C:7]2[C:3]=1[CH2:4][N:5]([C:11]([O:13][C@H:14]1[CH2:55][N:17]3[C:18](=[O:54])[C@@H:19]([NH2:46])[CH2:20][CH2:21][O:22][CH2:23][CH2:24][CH:25]=[CH:26][C@@H:27]4[CH2:32][C@@:28]4([C:33](=[O:45])[NH:34][S:35]([C:38]4[CH:39]=[CH:40][C:41]([Cl:44])=[CH:42][CH:43]=4)(=[O:36])=[O:37])[NH:29][C:30](=[O:31])[C@@H:16]3[CH2:15]1)=[O:12])[CH2:6]2. Given the reactants [Cl:1][C:2]1[CH:10]=[CH:9][CH:8]=[C:7]2[C:3]=1[CH2:4][N:5]([C:11]([O:13][C@H:14]1[CH2:55][N:17]3[C:18](=[O:54])[C@@H:19]([NH:46]C(OC(C)(C)C)=O)[CH2:20][CH2:21][O:22][CH2:23][CH2:24][CH:25]=[CH:26][C@@H:27]4[CH2:32][C@@:28]4([C:33](=[O:45])[NH:34][S:35]([C:38]4[CH:43]=[CH:42][C:41]([Cl:44])=[CH:40][CH:39]=4)(=[O:37])=[O:36])[NH:29][C:30](=[O:31])[C@@H:16]3[CH2:15]1)=[O:12])[CH2:6]2.Cl.O1CCOCC1, predict the reaction product. (6) Given the reactants [ClH:1].[CH3:2][N:3]1[CH2:8][CH2:7][N:6]([C:9]([C:11]2[CH:12]=[C:13]([C:17]3[CH:22]=[CH:21][CH:20]=[C:19]([CH2:23][C@H:24]([NH:39][C:40]([C@H:42]4[CH2:47][CH2:46][C@H:45]([CH2:48][NH:49]C(=O)OC(C)(C)C)[CH2:44][CH2:43]4)=[O:41])[C:25](=[O:38])[NH:26][C:27]4[CH:32]=[CH:31][C:30]([C:33]5[NH:37][N:36]=[N:35][N:34]=5)=[CH:29][CH:28]=4)[CH:18]=3)[CH:14]=[CH:15][CH:16]=2)=[O:10])[CH2:5][CH2:4]1.C(#N)C, predict the reaction product. The product is: [ClH:1].[NH2:49][CH2:48][C@H:45]1[CH2:44][CH2:43][C@H:42]([C:40]([NH:39][C@@H:24]([CH2:23][C:19]2[CH:18]=[C:17]([C:13]3[CH:14]=[CH:15][CH:16]=[C:11]([C:9]([N:6]4[CH2:5][CH2:4][N:3]([CH3:2])[CH2:8][CH2:7]4)=[O:10])[CH:12]=3)[CH:22]=[CH:21][CH:20]=2)[C:25](=[O:38])[NH:26][C:27]2[CH:32]=[CH:31][C:30]([C:33]3[NH:34][N:35]=[N:36][N:37]=3)=[CH:29][CH:28]=2)=[O:41])[CH2:47][CH2:46]1. (7) Given the reactants [CH3:1][N:2]([CH3:31])[C:3]1[N:12]=[C:11]([NH:13][CH2:14][C:15]2[CH:20]=[CH:19][C:18]([NH:21][C:22]([CH:24]3[CH2:29][CH2:28][NH:27][CH2:26][CH2:25]3)=[O:23])=[CH:17][CH:16]=2)[C:10]2[C:5](=[CH:6][C:7]([CH3:30])=[CH:8][CH:9]=2)[N:4]=1.[Cl:32][C:33]1[CH:40]=[CH:39][C:36]([CH:37]=O)=[CH:35][C:34]=1[F:41].Cl, predict the reaction product. The product is: [Cl:32][C:33]1[CH:40]=[CH:39][C:36]([CH2:37][N:27]2[CH2:28][CH2:29][CH:24]([C:22]([NH:21][C:18]3[CH:17]=[CH:16][C:15]([CH2:14][NH:13][C:11]4[C:10]5[C:5](=[CH:6][C:7]([CH3:30])=[CH:8][CH:9]=5)[N:4]=[C:3]([N:2]([CH3:31])[CH3:1])[N:12]=4)=[CH:20][CH:19]=3)=[O:23])[CH2:25][CH2:26]2)=[CH:35][C:34]=1[F:41]. (8) Given the reactants [C:1]1([C@@H:7]2[CH2:9][C@H:8]2[C:10](Cl)=[O:11])[CH:6]=[CH:5][CH:4]=[CH:3][CH:2]=1.[NH2:13][CH2:14][CH2:15][CH2:16][N:17]1[C:25]2[C:24]([CH3:26])=[C:23]([CH3:27])[N:22]=[C:21]([NH2:28])[C:20]=2[N:19]=[C:18]1[CH3:29], predict the reaction product. The product is: [NH2:28][C:21]1[C:20]2[N:19]=[C:18]([CH3:29])[N:17]([CH2:16][CH2:15][CH2:14][NH:13][C:10]([C@@H:8]3[CH2:9][C@H:7]3[C:1]3[CH:6]=[CH:5][CH:4]=[CH:3][CH:2]=3)=[O:11])[C:25]=2[C:24]([CH3:26])=[C:23]([CH3:27])[N:22]=1. (9) Given the reactants [NH2:1][C:2]1[CH:14]=[C:13]2[C:5]([C:6]3[C:7]([C:18]4[CH:23]=[CH:22][CH:21]=[C:20]([NH:24][C:25](=[O:33])[C:26]5[CH:31]=[CH:30][C:29]([F:32])=[CH:28][CH:27]=5)[C:19]=4[CH3:34])=[CH:8][CH:9]=[C:10]([C:15]([NH2:17])=[O:16])[C:11]=3[NH:12]2)=[CH:4][CH:3]=1.[CH3:35][C:36]([CH3:38])=O.C(O)(=O)C.C(O[BH-](OC(=O)C)OC(=O)C)(=O)C.[Na+].C([O-])(O)=O.[Na+], predict the reaction product. The product is: [F:32][C:29]1[CH:28]=[CH:27][C:26]([C:25]([NH:24][C:20]2[C:19]([CH3:34])=[C:18]([C:7]3[C:6]4[C:5]5[C:13](=[CH:14][C:2]([NH:1][CH:36]([CH3:38])[CH3:35])=[CH:3][CH:4]=5)[NH:12][C:11]=4[C:10]([C:15]([NH2:17])=[O:16])=[CH:9][CH:8]=3)[CH:23]=[CH:22][CH:21]=2)=[O:33])=[CH:31][CH:30]=1.